This data is from Catalyst prediction with 721,799 reactions and 888 catalyst types from USPTO. The task is: Predict which catalyst facilitates the given reaction. (1) Product: [ClH:48].[Cl:48][C:46]1[CH:45]=[CH:44][C:42]2[N:43]=[C:39]([C:37]3[CH:36]=[CH:35][C:34]([F:49])=[C:33]([C@:30]4([CH3:32])[C:29]([F:50])([F:51])[C:28]([CH3:53])([CH3:52])[O:27][CH2:26][C:25]([NH2:24])=[N:31]4)[CH:38]=3)[S:40][C:41]=2[CH:47]=1. The catalyst class is: 27. Reactant: COC1C=CC(C([NH:24][C:25]2[CH2:26][O:27][C:28]([CH3:53])([CH3:52])[C:29]([F:51])([F:50])[C@:30]([C:33]3[CH:38]=[C:37]([C:39]4[S:40][C:41]5[CH:47]=[C:46]([Cl:48])[CH:45]=[CH:44][C:42]=5[N:43]=4)[CH:36]=[CH:35][C:34]=3[F:49])([CH3:32])[N:31]=2)(C2C=CC(OC)=CC=2)C2C=CC=CC=2)=CC=1.FC(F)(F)C(O)=O.Cl. (2) The catalyst class is: 69. Reactant: C(=O)([O-])[O-].[Na+].[Na+].Cl[CH2:8][CH2:9][CH2:10][C:11]1[CH:12]=[C:13]2[C:18](=[CH:19][CH:20]=1)[NH:17][C:16](=[O:21])[CH2:15][C:14]2([CH3:23])[CH3:22].[N:24]1([C:30]2[C:34]3[CH:35]=[CH:36][CH:37]=[CH:38][C:33]=3[S:32][N:31]=2)[CH2:29][CH2:28][NH:27][CH2:26][CH2:25]1.C(#N)C. Product: [S:32]1[C:33]2[CH:38]=[CH:37][CH:36]=[CH:35][C:34]=2[C:30]([N:24]2[CH2:25][CH2:26][N:27]([CH2:8][CH2:9][CH2:10][C:11]3[CH:12]=[C:13]4[C:18](=[CH:19][CH:20]=3)[NH:17][C:16](=[O:21])[CH2:15][C:14]4([CH3:23])[CH3:22])[CH2:28][CH2:29]2)=[N:31]1.